Dataset: Reaction yield outcomes from USPTO patents with 853,638 reactions. Task: Predict the reaction yield, written as a fraction of the theoretical maximum amount of product (1.0 means a 100% yield; for example, 0.34 means a 34% yield). (1) The reactants are NC[C:3]1([C:11]2[CH:16]=[CH:15][C:14]([Cl:17])=[C:13]([Cl:18])[CH:12]=2)[CH2:8][CH2:7][CH2:6][C:5]([CH3:10])([OH:9])[CH2:4]1.C[CH2:20][N:21](CC)CC.[O:26](C(OC(C)(C)C)=O)[C:27]([O:29][C:30]([CH3:33])([CH3:32])[CH3:31])=O. The catalyst is C(Cl)Cl. The product is [Cl:18][C:13]1[CH:12]=[C:11]([C:3]2([N:21]([CH3:20])[C:27](=[O:26])[O:29][C:30]([CH3:33])([CH3:32])[CH3:31])[CH2:8][CH2:7][CH2:6][C:5]([OH:9])([CH3:10])[CH2:4]2)[CH:16]=[CH:15][C:14]=1[Cl:17]. The yield is 0.900. (2) The reactants are [CH3:1][C:2]1[C:7]([N+:8]([O-:10])=[O:9])=[CH:6][N:5]=[C:4]([NH:11][C:12]2[CH:17]=[CH:16][C:15]([CH2:18][CH2:19][OH:20])=[CH:14][CH:13]=2)[C:3]=1[N+:21]([O-])=O.C(N(CC)CC)C.C(O)=O. The catalyst is C(#N)C.[Pd]. The product is [NH2:21][C:3]1[C:4]([NH:11][C:12]2[CH:17]=[CH:16][C:15]([CH2:18][CH2:19][OH:20])=[CH:14][CH:13]=2)=[N:5][CH:6]=[C:7]([N+:8]([O-:10])=[O:9])[C:2]=1[CH3:1]. The yield is 0.600. (3) The reactants are C([O:3][C:4]([C@@H:6]1[C@@H:8]([C:9](=[O:31])[NH:10][CH:11]([CH2:25][C:26]2[N:27]=[CH:28][NH:29][CH:30]=2)[C:12]([NH:14][C:15]2[S:16][C:17]3[CH:23]=[C:22]([F:24])[CH:21]=[CH:20][C:18]=3[N:19]=2)=[O:13])[O:7]1)=[O:5])C.[Li+].[OH-]. The catalyst is C1COCC1.CO.O. The product is [F:24][C:22]1[CH:21]=[CH:20][C:18]2[N:19]=[C:15]([NH:14][C:12](=[O:13])[C@@H:11]([NH:10][C:9]([C@H:8]3[O:7][C@@H:6]3[C:4]([OH:5])=[O:3])=[O:31])[CH2:25][C:26]3[N:27]=[CH:28][NH:29][CH:30]=3)[S:16][C:17]=2[CH:23]=1. The yield is 0.715. (4) The product is [NH2:1][C:4]1[CH:5]=[C:6]([C:10]2[O:14][C:13]([C:15]3[CH:24]=[CH:23][C:18]([C:19]([O:21][CH3:22])=[O:20])=[CH:17][CH:16]=3)=[N:12][N:11]=2)[CH:7]=[CH:8][CH:9]=1. The reactants are [N+:1]([C:4]1[CH:5]=[C:6]([C:10]2[O:14][C:13]([C:15]3[CH:24]=[CH:23][C:18]([C:19]([O:21][CH3:22])=[O:20])=[CH:17][CH:16]=3)=[N:12][N:11]=2)[CH:7]=[CH:8][CH:9]=1)([O-])=O.C1COCC1. The catalyst is C([O-])(O)=O.[Na+].CCOC(C)=O.[Pd]. The yield is 0.640. (5) The reactants are [F:1][CH:2]([C:4]1[N:9]=[C:8]([CH2:10][CH2:11][CH3:12])[NH:7][C:6](=[O:13])[CH:5]=1)[CH3:3].Br[CH2:15][C:16]1[CH:21]=[CH:20][C:19]([C:22]2[C:23]([C:28]#[N:29])=[CH:24][CH:25]=[CH:26][CH:27]=2)=[CH:18][CH:17]=1.C(=O)([O-])[O-].[K+].[K+]. The catalyst is C(#N)C.C(OCC)(=O)C. The product is [F:1][CH:2]([C:4]1[N:9]=[C:8]([CH2:10][CH2:11][CH3:12])[N:7]([CH2:15][C:16]2[CH:17]=[CH:18][C:19]([C:22]3[C:23]([C:28]#[N:29])=[CH:24][CH:25]=[CH:26][CH:27]=3)=[CH:20][CH:21]=2)[C:6](=[O:13])[CH:5]=1)[CH3:3]. The yield is 0.430.